Task: Predict which catalyst facilitates the given reaction.. Dataset: Catalyst prediction with 721,799 reactions and 888 catalyst types from USPTO (1) Reactant: [C:1]([O:5][C:6]([NH:8][CH:9]1[CH2:12][N:11]([C:13]2[C:21]([C:22]#[N:23])=[CH:20][C:16]([C:17]([OH:19])=[O:18])=[C:15]([CH3:24])[N:14]=2)[CH2:10]1)=[O:7])([CH3:4])([CH3:3])[CH3:2].I[CH:26]([CH3:28])[CH3:27].C(=O)([O-])[O-].[K+].[K+]. Product: [C:1]([O:5][C:6]([NH:8][CH:9]1[CH2:10][N:11]([C:13]2[C:21]([C:22]#[N:23])=[CH:20][C:16]([C:17]([O:19][CH:26]([CH3:28])[CH3:27])=[O:18])=[C:15]([CH3:24])[N:14]=2)[CH2:12]1)=[O:7])([CH3:4])([CH3:3])[CH3:2]. The catalyst class is: 474. (2) Reactant: C([O:3][C:4]([C:6]1[S:10][C:9]([C:11]2[CH:16]=[CH:15][C:14]([O:17][CH2:18][CH:19]([CH3:21])[CH3:20])=[C:13]([C:22]#[N:23])[CH:12]=2)=[N:8][C:7]=1[CH3:24])=[O:5])C.[OH-].[Na+].C(OCC)(=O)C.Cl. Product: [CH3:24][C:7]1[N:8]=[C:9]([C:11]2[CH:16]=[CH:15][C:14]([O:17][CH2:18][CH:19]([CH3:21])[CH3:20])=[C:13]([C:22]#[N:23])[CH:12]=2)[S:10][C:6]=1[C:4]([OH:5])=[O:3]. The catalyst class is: 40. (3) Reactant: [Cl:1][C:2]1[N:7]=[C:6]([NH:8][CH:9]2[CH2:14][CH2:13][O:12][CH2:11][CH2:10]2)[C:5]([NH2:15])=[CH:4][N:3]=1.[C:16](N1C=CN=C1)(N1C=CN=C1)=[O:17]. Product: [Cl:1][C:2]1[N:7]=[C:6]2[C:5]([NH:15][C:16](=[O:17])[N:8]2[CH:9]2[CH2:10][CH2:11][O:12][CH2:13][CH2:14]2)=[CH:4][N:3]=1. The catalyst class is: 10. (4) Reactant: [H-].[Na+].[NH:3]1[C:11]2[C:6](=[CH:7][C:8]([CH:12]=[O:13])=[CH:9][CH:10]=2)[CH:5]=[CH:4]1.[CH2:14](Br)[C:15]#[CH:16]. Product: [CH2:16]([N:3]1[C:11]2[C:6](=[CH:7][C:8]([CH:12]=[O:13])=[CH:9][CH:10]=2)[CH:5]=[CH:4]1)[C:15]#[CH:14]. The catalyst class is: 1. (5) Reactant: [CH2:1]([N:3]([CH3:11])[C:4]([N:6]1[CH:10]=[CH:9][N:8]=[CH:7]1)=[O:5])[CH3:2].[CH3:12][I:13]. Product: [I-:13].[CH2:1]([N:3]([C:4]([NH+:6]1[CH:10]=[CH:9][N:8]([CH3:12])[CH2:7]1)=[O:5])[CH3:11])[CH3:2]. The catalyst class is: 10. (6) Reactant: C([O:8][C:9]([CH2:11][N:12]1[CH2:25][CH2:24][CH2:23][N:22]2[CH2:26][CH:27]([CH2:29][C:30]3[CH:35]=[CH:34][C:33]([N+:36]([O-])=O)=[CH:32][CH:31]=3)[CH2:28][N:15]([CH2:16][CH2:17][CH2:18][N:19]([CH2:39][C:40]([O:42]CC3C=CC=CC=3)=[O:41])[CH2:20][CH2:21]2)[CH2:14][CH2:13]1)=[O:10])C1C=CC=CC=1. The catalyst class is: 29. Product: [C:9]([CH2:11][N:12]1[CH2:25][CH2:24][CH2:23][N:22]2[CH2:26][CH:27]([CH2:29][C:30]3[CH:31]=[CH:32][C:33]([NH2:36])=[CH:34][CH:35]=3)[CH2:28][N:15]([CH2:16][CH2:17][CH2:18][N:19]([CH2:39][C:40]([OH:42])=[O:41])[CH2:20][CH2:21]2)[CH2:14][CH2:13]1)([OH:10])=[O:8]. (7) Reactant: [F:1][C:2]1[CH:3]=[CH:4][C:5]2[C:6]3[C:11]([CH:12]([CH3:25])[N:13]([C:16]([C:18]4[CH:19]=[C:20]([OH:24])[CH:21]=[CH:22][CH:23]=4)=[O:17])[C:14]=2[CH:15]=1)=[CH:10][CH:9]=[CH:8][CH:7]=3. Product: [F:1][C:2]1[CH:3]=[CH:4][C:5]2[C:6]3[C:11]([C@@H:12]([CH3:25])[N:13]([C:16]([C:18]4[CH:19]=[C:20]([OH:24])[CH:21]=[CH:22][CH:23]=4)=[O:17])[C:14]=2[CH:15]=1)=[CH:10][CH:9]=[CH:8][CH:7]=3. The catalyst class is: 22. (8) Reactant: C(N(CC)CC)C.CC1C=CC(S([Cl:18])(=O)=O)=CC=1.[CH3:19][O:20][C:21]([C:23]1[O:24][C:25]([CH3:30])=[C:26]([CH2:28]O)[CH:27]=1)=[O:22]. Product: [CH3:19][O:20][C:21]([C:23]1[O:24][C:25]([CH3:30])=[C:26]([CH2:28][Cl:18])[CH:27]=1)=[O:22]. The catalyst class is: 4.